This data is from Peptide-MHC class II binding affinity with 134,281 pairs from IEDB. The task is: Regression. Given a peptide amino acid sequence and an MHC pseudo amino acid sequence, predict their binding affinity value. This is MHC class II binding data. The peptide sequence is NISKCFANNQDERLL. The MHC is DRB1_0101 with pseudo-sequence DRB1_0101. The binding affinity (normalized) is 0.332.